From a dataset of Peptide-MHC class II binding affinity with 134,281 pairs from IEDB. Regression. Given a peptide amino acid sequence and an MHC pseudo amino acid sequence, predict their binding affinity value. This is MHC class II binding data. (1) The peptide sequence is QAGEAETMTPSGLVI. The MHC is DRB1_1501 with pseudo-sequence DRB1_1501. The binding affinity (normalized) is 0. (2) The peptide sequence is ENKYFAATQFEPLAA. The MHC is HLA-DPA10201-DPB10101 with pseudo-sequence HLA-DPA10201-DPB10101. The binding affinity (normalized) is 0.402. (3) The peptide sequence is STRLRMVTGLRNVPSIQSKGL. The MHC is DRB1_0101 with pseudo-sequence DRB1_0101. The binding affinity (normalized) is 0.543. (4) The binding affinity (normalized) is 0.571. The peptide sequence is INWPTAAAIAYGLDR. The MHC is HLA-DQA10401-DQB10402 with pseudo-sequence HLA-DQA10401-DQB10402. (5) The binding affinity (normalized) is 0.575. The MHC is HLA-DQA10101-DQB10501 with pseudo-sequence HLA-DQA10101-DQB10501. The peptide sequence is EKKYFAATQAEPLAA.